The task is: Predict the product of the given reaction.. This data is from Forward reaction prediction with 1.9M reactions from USPTO patents (1976-2016). (1) Given the reactants [C:1]1([C:19]2[CH:24]=[CH:23][CH:22]=[CH:21][CH:20]=2)[CH:6]=[CH:5][C:4]([CH:7]([NH:11][C:12]([O:14][C:15]([CH3:18])([CH3:17])[CH3:16])=[O:13])[C:8]([OH:10])=O)=[CH:3][CH:2]=1.[CH2:25]([NH2:29])[CH:26]([CH3:28])[CH3:27], predict the reaction product. The product is: [C:1]1([C:19]2[CH:20]=[CH:21][CH:22]=[CH:23][CH:24]=2)[CH:6]=[CH:5][C:4]([CH:7]([NH:11][C:12](=[O:13])[O:14][C:15]([CH3:16])([CH3:17])[CH3:18])[C:8]([NH:29][CH2:25][CH:26]([CH3:28])[CH3:27])=[O:10])=[CH:3][CH:2]=1. (2) Given the reactants [CH3:1][C:2]1[CH:6]=[C:5]([NH:7][C:8]2[N:16]=[CH:15][CH:14]=[CH:13][C:9]=2[C:10](O)=[O:11])[N:4]([C:17]2[CH:22]=[CH:21][CH:20]=[CH:19][CH:18]=2)[N:3]=1.CC[N:25]=C=NCCCN(C)C.Cl.C1C=NC2N(O)N=NC=2C=1.C(N(CC)CC)C.N, predict the reaction product. The product is: [CH3:1][C:2]1[CH:6]=[C:5]([NH:7][C:8]2[N:16]=[CH:15][CH:14]=[CH:13][C:9]=2[C:10]([NH2:25])=[O:11])[N:4]([C:17]2[CH:22]=[CH:21][CH:20]=[CH:19][CH:18]=2)[N:3]=1. (3) Given the reactants [CH2:1]([NH:5][C:6]([C:8]1[C:17]2[C:12](=[CH:13][C:14]([O:18][C:19]3[C:28]4[C:23](=[CH:24][C:25]([OH:29])=[CH:26][CH:27]=4)[N:22]=[CH:21][CH:20]=3)=[CH:15][CH:16]=2)[CH:11]=[CH:10][CH:9]=1)=[O:7])[CH2:2][CH2:3][CH3:4].Cl[CH2:31][CH2:32][N:33]1[CH2:37][CH2:36][CH2:35][CH2:34]1.CNC(C1C2C(=CC(OC3C4C(=CC(OCCN5CCOCC5)=CC=4)N=CC=3)=CC=2)C=CC=1)=O, predict the reaction product. The product is: [CH2:1]([NH:5][C:6]([C:8]1[C:17]2[C:12](=[CH:13][C:14]([O:18][C:19]3[C:28]4[C:23](=[CH:24][C:25]([O:29][CH2:31][CH2:32][N:33]5[CH2:37][CH2:36][CH2:35][CH2:34]5)=[CH:26][CH:27]=4)[N:22]=[CH:21][CH:20]=3)=[CH:15][CH:16]=2)[CH:11]=[CH:10][CH:9]=1)=[O:7])[CH2:2][CH2:3][CH3:4]. (4) Given the reactants C([O:5][C:6](=[O:42])[CH2:7][CH2:8][N:9](C(OC(C)(C)C)=O)[CH2:10][C:11]([N:13]1[C:21]2[C:16](=[CH:17][C:18]([O:22][CH2:23][C:24]3[CH:29]=[CH:28][C:27]([CH:30]([CH3:32])[CH3:31])=[C:26]([C:33]#[N:34])[CH:25]=3)=[CH:19][CH:20]=2)[CH2:15][CH2:14]1)=[O:12])(C)(C)C, predict the reaction product. The product is: [C:33]([C:26]1[CH:25]=[C:24]([CH2:23][O:22][C:18]2[CH:17]=[C:16]3[C:21](=[CH:20][CH:19]=2)[N:13]([C:11](=[O:12])[CH2:10][NH:9][CH2:8][CH2:7][C:6]([OH:42])=[O:5])[CH2:14][CH2:15]3)[CH:29]=[CH:28][C:27]=1[CH:30]([CH3:31])[CH3:32])#[N:34]. (5) Given the reactants C(O[BH-](OC(=O)C)OC(=O)C)(=O)C.[Na+].[CH2:15]([O:22][C:23](=[O:31])[NH:24][C@H:25]1[CH2:28][C@@H:27]([CH:29]=O)[CH2:26]1)[C:16]1[CH:21]=[CH:20][CH:19]=[CH:18][CH:17]=1.[NH:32]1[CH2:37][CH2:36][S:35](=[O:39])(=[O:38])[CH2:34][CH2:33]1, predict the reaction product. The product is: [CH2:15]([O:22][C:23](=[O:31])[NH:24][C@H:25]1[CH2:28][C@@H:27]([CH2:29][N:32]2[CH2:37][CH2:36][S:35](=[O:39])(=[O:38])[CH2:34][CH2:33]2)[CH2:26]1)[C:16]1[CH:21]=[CH:20][CH:19]=[CH:18][CH:17]=1. (6) Given the reactants [CH3:1][C:2]1[C:3]([C:30]2[CH:35]=[CH:34][CH:33]=[CH:32][CH:31]=2)=[C:4]([O:12][C:13]2[CH:18]=[CH:17][C:16](/[CH:19]=[CH:20]/[C:21]([O:23]CC)=[O:22])=[C:15]([C:26]([F:29])([F:28])[F:27])[CH:14]=2)[C:5]2[C:10]([CH:11]=1)=[CH:9][CH:8]=[CH:7][CH:6]=2.CCO.[OH-].[Na+], predict the reaction product. The product is: [CH3:1][C:2]1[C:3]([C:30]2[CH:35]=[CH:34][CH:33]=[CH:32][CH:31]=2)=[C:4]([O:12][C:13]2[CH:18]=[CH:17][C:16](/[CH:19]=[CH:20]/[C:21]([OH:23])=[O:22])=[C:15]([C:26]([F:29])([F:28])[F:27])[CH:14]=2)[C:5]2[C:10]([CH:11]=1)=[CH:9][CH:8]=[CH:7][CH:6]=2. (7) Given the reactants [NH:1]1[CH2:6][CH2:5][CH2:4][CH2:3][CH:2]1[CH2:7][C:8]1[S:9][C:10]2[CH:16]=[CH:15][CH:14]=[CH:13][C:11]=2[N:12]=1.[CH3:17][C:18]1[N:22]=[C:21]([C:23]2[CH:31]=[CH:30][CH:29]=[CH:28][C:24]=2[C:25](O)=[O:26])[O:20][N:19]=1, predict the reaction product. The product is: [S:9]1[C:10]2[CH:16]=[CH:15][CH:14]=[CH:13][C:11]=2[N:12]=[C:8]1[CH2:7][CH:2]1[CH2:3][CH2:4][CH2:5][CH2:6][N:1]1[C:25]([C:24]1[CH:28]=[CH:29][CH:30]=[CH:31][C:23]=1[C:21]1[O:20][N:19]=[C:18]([CH3:17])[N:22]=1)=[O:26].